This data is from Full USPTO retrosynthesis dataset with 1.9M reactions from patents (1976-2016). The task is: Predict the reactants needed to synthesize the given product. (1) Given the product [NH2:1][C:4]1[CH:5]=[CH:6][C:7]([O:10][C:11]2[CH:16]=[CH:15][CH:14]=[CH:13][CH:12]=2)=[N:8][CH:9]=1, predict the reactants needed to synthesize it. The reactants are: [N+:1]([C:4]1[CH:5]=[CH:6][C:7]([O:10][C:11]2[CH:16]=[CH:15][CH:14]=[CH:13][CH:12]=2)=[N:8][CH:9]=1)([O-])=O.C(=O)([O-])[O-].[Na+].[Na+].N. (2) Given the product [C:29]([O:33][C:34](=[O:44])[NH:35][CH2:36][CH2:37][CH:38]1[CH2:39][CH2:40][N:41]([C:12](=[O:14])[C:11]2[CH:15]=[C:16]([O:18][C:19]3[CH:20]=[CH:21][C:22]([C:25]#[N:26])=[CH:23][CH:24]=3)[CH:17]=[C:9]([O:8][CH2:7][C:6]3[CH:5]=[CH:4][C:3]([C:1]#[N:2])=[CH:28][CH:27]=3)[CH:10]=2)[CH2:42][CH2:43]1)([CH3:32])([CH3:30])[CH3:31], predict the reactants needed to synthesize it. The reactants are: [C:1]([C:3]1[CH:28]=[CH:27][C:6]([CH2:7][O:8][C:9]2[CH:10]=[C:11]([CH:15]=[C:16]([O:18][C:19]3[CH:24]=[CH:23][C:22]([C:25]#[N:26])=[CH:21][CH:20]=3)[CH:17]=2)[C:12]([OH:14])=O)=[CH:5][CH:4]=1)#[N:2].[C:29]([O:33][C:34](=[O:44])[NH:35][CH2:36][CH2:37][CH:38]1[CH2:43][CH2:42][NH:41][CH2:40][CH2:39]1)([CH3:32])([CH3:31])[CH3:30].